Dataset: Catalyst prediction with 721,799 reactions and 888 catalyst types from USPTO. Task: Predict which catalyst facilitates the given reaction. (1) Reactant: [OH:1][C:2]1[N:7]=[C:6]([CH3:8])[CH:5]=[CH:4][C:3]=1[N+:9]([O-])=O.[H][H]. Product: [NH2:9][C:3]1[C:2]([OH:1])=[N:7][C:6]([CH3:8])=[CH:5][CH:4]=1. The catalyst class is: 886. (2) Reactant: [Cl:1][C:2]1[CH:3]=[C:4]([C:8]2[CH:16]=[CH:15][CH:14]=[C:13]3[C:9]=2[CH2:10][C:11](=[O:17])[NH:12]3)[CH:5]=[CH:6][CH:7]=1.[CH3:18][N:19]([CH3:35])[C@@H:20]1[CH2:24][CH2:23][N:22]([C:25]([C:27]2[CH:31]=[C:30]([CH3:32])[NH:29][C:28]=2[CH:33]=O)=[O:26])[CH2:21]1. Product: [Cl:1][C:2]1[CH:3]=[C:4]([C:8]2[CH:16]=[CH:15][CH:14]=[C:13]3[C:9]=2[C:10](=[CH:33][C:28]2[NH:29][C:30]([CH3:32])=[CH:31][C:27]=2[C:25]([N:22]2[CH2:23][CH2:24][C@@H:20]([N:19]([CH3:18])[CH3:35])[CH2:21]2)=[O:26])[C:11](=[O:17])[NH:12]3)[CH:5]=[CH:6][CH:7]=1. The catalyst class is: 360. (3) Reactant: [CH:1](=O)[C:2]1[CH:7]=[CH:6][CH:5]=[CH:4][CH:3]=1.[NH:9]1[C:13]2[CH:14]=[CH:15][CH:16]=[CH:17][C:12]=2[N:11]=[N:10]1.[N:18]1([C:24]([O:26][C:27]([CH3:30])([CH3:29])[CH3:28])=[O:25])[CH2:23][CH2:22][NH:21][CH2:20][CH2:19]1.O. Product: [N:9]1([CH:1]([C:2]2[CH:7]=[CH:6][CH:5]=[CH:4][CH:3]=2)[N:21]2[CH2:20][CH2:19][N:18]([C:24]([O:26][C:27]([CH3:30])([CH3:29])[CH3:28])=[O:25])[CH2:23][CH2:22]2)[C:13]2[CH:14]=[CH:15][CH:16]=[CH:17][C:12]=2[N:11]=[N:10]1. The catalyst class is: 11. (4) Reactant: [CH:1]1([N:4]2[C:13]3[C:8](=[CH:9][CH:10]=[C:11]([C:18]4[CH:19]=[C:20]5[C:24](=[CH:25][CH:26]=4)[C@@H:23]([CH3:27])[N:22](C(=O)C(C)(C)C)[CH2:21]5)[C:12]=3[O:14][CH:15]([F:17])[F:16])[C:7](=[O:34])[C:6]([C:35]([O:37]CC)=[O:36])=[CH:5]2)[CH2:3][CH2:2]1.O. The catalyst class is: 33. Product: [OH2:14].[CH:1]1([N:4]2[C:13]3[C:8](=[CH:9][CH:10]=[C:11]([C:18]4[CH:19]=[C:20]5[C:24](=[CH:25][CH:26]=4)[C@@H:23]([CH3:27])[NH:22][CH2:21]5)[C:12]=3[O:14][CH:15]([F:17])[F:16])[C:7](=[O:34])[C:6]([C:35]([OH:37])=[O:36])=[CH:5]2)[CH2:3][CH2:2]1. (5) Reactant: [F:1][C:2]([F:7])([F:6])[C:3]([OH:5])=[O:4].[CH3:8][N:9]([CH3:25])[C:10]([C@@H:12]1[CH2:16][C@H:15]([F:17])[CH2:14][N:13]1C(OC(C)(C)C)=O)=[O:11]. Product: [F:1][C:2]([F:7])([F:6])[C:3]([OH:5])=[O:4].[F:17][C@@H:15]1[CH2:14][NH:13][C@H:12]([C:10]([N:9]([CH3:25])[CH3:8])=[O:11])[CH2:16]1. The catalyst class is: 22. (6) Reactant: C(O[K])CCC.[C:7]([C:10]1[CH:15]=[CH:14][C:13]([O:16][CH3:17])=[CH:12][C:11]=1[NH:18][C:19]([C:21]1[N:22]=[C:23]([NH:26][CH:27]([CH3:29])[CH3:28])[S:24][CH:25]=1)=O)(=[O:9])[CH3:8].[ClH:30]. Product: [ClH:30].[CH:27]([NH:26][C:23]1[S:24][CH:25]=[C:21]([C:19]2[CH:8]=[C:7]([OH:9])[C:10]3[C:11](=[CH:12][C:13]([O:16][CH3:17])=[CH:14][CH:15]=3)[N:18]=2)[N:22]=1)([CH3:29])[CH3:28]. The catalyst class is: 51. (7) Reactant: [CH2:1]([O:8][C:9]1[CH:14]=[CH:13][C:12]([C:15]([F:18])([F:17])[F:16])=[CH:11][C:10]=1Br)[C:2]1[CH:7]=[CH:6][CH:5]=[CH:4][CH:3]=1.C([Li])CCC.CC(C)=O.C(=O)=O.C([O:35][B:36](OC(C)C)[O:37]C(C)C)(C)C.Cl. Product: [CH2:1]([O:8][C:9]1[CH:14]=[CH:13][C:12]([C:15]([F:18])([F:17])[F:16])=[CH:11][C:10]=1[B:36]([OH:37])[OH:35])[C:2]1[CH:7]=[CH:6][CH:5]=[CH:4][CH:3]=1. The catalyst class is: 305.